Dataset: Full USPTO retrosynthesis dataset with 1.9M reactions from patents (1976-2016). Task: Predict the reactants needed to synthesize the given product. (1) Given the product [F:13][C:2]([F:1])([F:12])[C:3]1[NH:11][C:6]2=[N+:7]([O-:19])[CH:8]=[CH:9][CH:10]=[C:5]2[CH:4]=1, predict the reactants needed to synthesize it. The reactants are: [F:1][C:2]([F:13])([F:12])[C:3]1[NH:11][C:6]2=[N:7][CH:8]=[CH:9][CH:10]=[C:5]2[CH:4]=1.ClC1C=C(C=CC=1)C(OO)=[O:19]. (2) Given the product [Cl:1][C:2]1[CH:3]=[C:4]([CH:14]=[CH:15][C:16]=1[Cl:17])[CH2:5][N:6]1[CH2:11][CH2:10][O:9][CH:8]([CH2:12][NH:13][C:27](=[O:28])[CH2:26][C:20]2[CH:21]=[C:22]([Cl:25])[CH:23]=[CH:24][C:19]=2[Cl:18])[CH2:7]1, predict the reactants needed to synthesize it. The reactants are: [Cl:1][C:2]1[CH:3]=[C:4]([CH:14]=[CH:15][C:16]=1[Cl:17])[CH2:5][N:6]1[CH2:11][CH2:10][O:9][CH:8]([CH2:12][NH2:13])[CH2:7]1.[Cl:18][C:19]1[CH:24]=[CH:23][C:22]([Cl:25])=[CH:21][C:20]=1[CH2:26][C:27](O)=[O:28].